From a dataset of Full USPTO retrosynthesis dataset with 1.9M reactions from patents (1976-2016). Predict the reactants needed to synthesize the given product. (1) The reactants are: N[N:2]1[C:7](=[O:8])[C:6]2[O:9][C:10]3[CH:15]=[CH:14][C:13]([Cl:16])=[CH:12][C:11]=3[C:5]=2[NH:4][C:3]1=[O:17].N([O-])=O.[Na+]. Given the product [Cl:16][C:13]1[CH:14]=[CH:15][C:10]2[O:9][C:6]3[C:7](=[O:8])[NH:2][C:3](=[O:17])[NH:4][C:5]=3[C:11]=2[CH:12]=1, predict the reactants needed to synthesize it. (2) Given the product [C:12]([O:11][C:10]([NH:9][CH2:8][C@H:3]1[C@@H:2]([CH3:1])[CH2:7][CH2:6][CH2:5][N:4]1[C:20]([O:22][CH2:23][CH:24]=[CH2:25])=[O:21])=[O:16])([CH3:15])([CH3:14])[CH3:13], predict the reactants needed to synthesize it. The reactants are: [CH3:1][C@H:2]1[CH2:7][CH2:6][CH2:5][NH:4][C@H:3]1[CH2:8][NH:9][C:10](=[O:16])[O:11][C:12]([CH3:15])([CH3:14])[CH3:13].[OH-].[Na+].Cl[C:20]([O:22][CH2:23][CH:24]=[CH2:25])=[O:21]. (3) Given the product [C:25]1([C:32]2[CH:33]=[CH:34][CH:35]=[CH:36][CH:37]=2)[CH:30]=[CH:29][C:28]([O:15][CH2:16][C:17]2[CH:18]=[C:19]([C:23]#[N:24])[O:20][C:21]=2[CH3:22])=[CH:27][CH:26]=1, predict the reactants needed to synthesize it. The reactants are: CC(OC(/N=N/C(OC(C)C)=O)=O)C.[OH:15][CH2:16][C:17]1[CH:18]=[C:19]([C:23]#[N:24])[O:20][C:21]=1[CH3:22].[C:25]1([C:32]2[CH:37]=[CH:36][CH:35]=[CH:34][CH:33]=2)[CH:30]=[CH:29][C:28](O)=[CH:27][CH:26]=1.C1(P(C2C=CC=CC=2)C2C=CC=CC=2)C=CC=CC=1. (4) Given the product [O:12]=[C:13]1[CH2:17][CH2:16][N:15]([C:18]([O:20][C:21]([CH3:24])([CH3:23])[CH3:22])=[O:19])[CH2:14]1, predict the reactants needed to synthesize it. The reactants are: [Cr](Cl)([O-])(=O)=O.[NH+]1C=CC=CC=1.[OH:12][CH:13]1[CH2:17][CH2:16][N:15]([C:18]([O:20][C:21]([CH3:24])([CH3:23])[CH3:22])=[O:19])[CH2:14]1. (5) Given the product [N:1]1([C:5]([C:7]2[CH:29]=[CH:28][C:10]([O:11][C:12]3[CH:13]=[C:14]([CH:19]=[C:20]([O:22][C@@H:23]([CH3:27])[CH2:24][O:25][CH3:26])[CH:21]=3)[C:15]([OH:17])=[O:16])=[C:9]([F:30])[CH:8]=2)=[O:6])[CH2:4][CH2:3][CH2:2]1, predict the reactants needed to synthesize it. The reactants are: [N:1]1([C:5]([C:7]2[CH:29]=[CH:28][C:10]([O:11][C:12]3[CH:13]=[C:14]([CH:19]=[C:20]([O:22][C@@H:23]([CH3:27])[CH2:24][O:25][CH3:26])[CH:21]=3)[C:15]([O:17]C)=[O:16])=[C:9]([F:30])[CH:8]=2)=[O:6])[CH2:4][CH2:3][CH2:2]1.[OH-].[Na+]. (6) Given the product [CH2:23]([N:16]1[C:17]2[C:22](=[CH:21][CH:20]=[CH:19][CH:18]=2)[C:14]([CH2:13][NH:11][CH3:9])=[CH:15]1)[CH3:24], predict the reactants needed to synthesize it. The reactants are: C(O[C:9]([N:11]([CH2:13][C:14]1[C:22]2[C:17](=[CH:18][CH:19]=[CH:20][CH:21]=2)[N:16]([CH2:23][CH3:24])[CH:15]=1)C)=O)C1C=CC=CC=1.C(OC(N(CC1C2C(=CC=CC=2)N(CC2C=CC=CC=2)C=1)C)=O)C1C=CC=CC=1. (7) Given the product [CH3:1][C:2]1[CH:7]=[C:6]([C:8]2[CH:9]=[CH:10][C:11]([NH:14][C:15]([NH:17][C:18]3([C:28]4[CH:33]=[CH:32][CH:31]=[CH:30][CH:29]=4)[CH2:27][CH2:26][C:21](=[O:22])[CH2:20][CH2:19]3)=[O:16])=[CH:12][CH:13]=2)[CH:5]=[CH:4][N:3]=1, predict the reactants needed to synthesize it. The reactants are: [CH3:1][C:2]1[CH:7]=[C:6]([C:8]2[CH:13]=[CH:12][C:11]([NH:14][C:15]([NH:17][C:18]3([C:28]4[CH:33]=[CH:32][CH:31]=[CH:30][CH:29]=4)[CH2:27][CH2:26][C:21]4(OCC[O:22]4)[CH2:20][CH2:19]3)=[O:16])=[CH:10][CH:9]=2)[CH:5]=[CH:4][N:3]=1.O.C1(C)C=CC(S(O)(=O)=O)=CC=1.C([O-])([O-])=O.[Na+].[Na+]. (8) Given the product [Cl:1][C:2]1[C:10]2[C:5](=[CH:6][CH:7]=[CH:8][C:9]=2[NH2:11])[N:4]([CH2:14][CH2:15][N:16]2[CH2:20][CH2:19][CH2:18][CH2:17]2)[N:3]=1, predict the reactants needed to synthesize it. The reactants are: [Cl:1][C:2]1[C:10]2[C:5](=[CH:6][CH:7]=[CH:8][C:9]=2[N+:11]([O-])=O)[N:4]([CH2:14][CH2:15][N:16]2[CH2:20][CH2:19][CH2:18][CH2:17]2)[N:3]=1.[Cl-].[NH4+]. (9) The reactants are: [NH2:1][C:2](=[O:42])[CH:3]([C:12]1[N:17]=[N:16][C:15]([S:18][C:19]2[CH:41]=[CH:40][CH:39]=[CH:38][C:20]=2[CH2:21][NH:22][C:23](=[O:37])[C:24]2[CH:29]=[C:28]([N:30]3[CH2:35][CH2:34][O:33][CH2:32][CH2:31]3)[CH:27]=[C:26]([F:36])[CH:25]=2)=[CH:14][CH:13]=1)[C:4]1[C:9]([Cl:10])=[CH:8][CH:7]=[CH:6][C:5]=1[Cl:11].[CH3:43]N(C(OC)OC)C. Given the product [Cl:10][C:9]1[CH:8]=[CH:7][CH:6]=[C:5]([Cl:11])[C:4]=1[C:3]1[C:2](=[O:42])[N:1]=[CH:43][N:17]2[C:12]=1[CH:13]=[CH:14][C:15]([S:18][C:19]1[CH:41]=[CH:40][CH:39]=[CH:38][C:20]=1[CH2:21][NH:22][C:23](=[O:37])[C:24]1[CH:29]=[C:28]([N:30]3[CH2:31][CH2:32][O:33][CH2:34][CH2:35]3)[CH:27]=[C:26]([F:36])[CH:25]=1)=[N:16]2, predict the reactants needed to synthesize it.